This data is from Catalyst prediction with 721,799 reactions and 888 catalyst types from USPTO. The task is: Predict which catalyst facilitates the given reaction. (1) Reactant: [C:1]1([P:7]([C:14]2[CH:19]=[CH:18][CH:17]=[CH:16][CH:15]=2)[C:8]2[CH:13]=[CH:12][CH:11]=[CH:10][CH:9]=2)[CH:6]=[CH:5][CH:4]=[CH:3][CH:2]=1.[CH3:20][I:21]. Product: [I-:21].[CH3:20][P+:7]([C:1]1[CH:2]=[CH:3][CH:4]=[CH:5][CH:6]=1)([C:8]1[CH:13]=[CH:12][CH:11]=[CH:10][CH:9]=1)[C:14]1[CH:15]=[CH:16][CH:17]=[CH:18][CH:19]=1. The catalyst class is: 48. (2) Reactant: [CH:1]1([C:4](O)=O)C[CH2:2]1.C1(P(N=[N+]=[N-])(C2C=CC=CC=2)=[O:14])C=CC=CC=1.C([N:26]([CH2:29]C)CC)C.[NH2:31][C:32]1[C:33]([OH:43])=[C:34]([S:39]([NH2:42])(=[O:41])=[O:40])[C:35]([Cl:38])=[CH:36][CH:37]=1. Product: [NH2:42][S:39]([C:34]1[C:33]([OH:43])=[C:32]([NH:31][C:29]([NH:26][CH:4]2[CH2:2][CH2:1]2)=[O:14])[CH:37]=[CH:36][C:35]=1[Cl:38])(=[O:41])=[O:40]. The catalyst class is: 9. (3) Reactant: [CH3:1][C:2]([CH3:18])([CH3:17])[CH2:3][C:4]([C:6](=[CH:9][C:10]1[CH:15]=[CH:14][C:13]([CH3:16])=[CH:12][CH:11]=1)[C:7]#[N:8])=O.[NH2:19][C:20]([CH3:29])=[CH:21][C:22]([O:24][C:25]([CH3:28])([CH3:27])[CH3:26])=[O:23]. Product: [C:7]([C:6]1[CH:9]([C:10]2[CH:15]=[CH:14][C:13]([CH3:16])=[CH:12][CH:11]=2)[C:21]([C:22]([O:24][C:25]([CH3:28])([CH3:27])[CH3:26])=[O:23])=[C:20]([CH3:29])[NH:19][C:4]=1[CH2:3][C:2]([CH3:18])([CH3:17])[CH3:1])#[N:8]. The catalyst class is: 15. (4) Reactant: [F:1][C:2]([F:19])([F:18])[C:3]1[NH:7][C:6]2[CH2:8][N:9]([C:11]([O:13][C:14]([CH3:17])([CH3:16])[CH3:15])=[O:12])[CH2:10][C:5]=2[N:4]=1.[CH3:20][Si]([N-][Si](C)(C)C)(C)C.[K+].CI. Product: [CH3:20][N:4]1[CH:5]2[CH2:10][N:9]([C:11]([O:13][C:14]([CH3:15])([CH3:16])[CH3:17])=[O:12])[CH2:8][CH:6]2[N:7]=[C:3]1[C:2]([F:1])([F:18])[F:19]. The catalyst class is: 7. (5) Reactant: Cl[C:2]1[CH:7]=[C:6]([N:8]([CH2:17][O:18][CH2:19][CH2:20][Si:21]([CH3:24])([CH3:23])[CH3:22])[CH2:9][O:10][CH2:11][CH2:12][Si:13]([CH3:16])([CH3:15])[CH3:14])[N:5]2[N:25]=[CH:26][C:27]([C:28]3[CH:29]=[N:30][C:31]([C:34]4[CH:39]=[CH:38][CH:37]=[CH:36][CH:35]=4)=[CH:32][CH:33]=3)=[C:4]2[N:3]=1.[CH:40]12[N:47]([C:48]([O:50][C:51]([CH3:54])([CH3:53])[CH3:52])=[O:49])[CH:44]([CH2:45][CH2:46]1)[CH2:43][NH:42][CH2:41]2.C([O-])(O)=O.[Na+]. Product: [CH3:14][Si:13]([CH3:16])([CH3:15])[CH2:12][CH2:11][O:10][CH2:9][N:8]([CH2:17][O:18][CH2:19][CH2:20][Si:21]([CH3:24])([CH3:23])[CH3:22])[C:6]1[N:5]2[N:25]=[CH:26][C:27]([C:28]3[CH:29]=[N:30][C:31]([C:34]4[CH:39]=[CH:38][CH:37]=[CH:36][CH:35]=4)=[CH:32][CH:33]=3)=[C:4]2[N:3]=[C:2]([N:42]2[CH2:41][CH:40]3[N:47]([C:48]([O:50][C:51]([CH3:54])([CH3:53])[CH3:52])=[O:49])[CH:44]([CH2:45][CH2:46]3)[CH2:43]2)[CH:7]=1. The catalyst class is: 179. (6) Reactant: [Cl:1][C:2]1[CH:7]=[CH:6][C:5]([C:8]2[C:9]([O:16]C)=[N:10][C:11]([O:14]C)=[N:12][CH:13]=2)=[CH:4][CH:3]=1.Cl. Product: [Cl:1][C:2]1[CH:3]=[CH:4][C:5]([C:8]2[C:9]([OH:16])=[N:10][C:11]([OH:14])=[N:12][CH:13]=2)=[CH:6][CH:7]=1. The catalyst class is: 5. (7) Reactant: [F:1][CH:2]([F:12])[C:3]1[C:7]([C:8](Cl)=[O:9])=[CH:6][N:5]([CH3:11])[N:4]=1.[Cl:13][C:14]1[CH:24]=[C:23]([Cl:25])[CH:22]=[CH:21][C:15]=1[CH2:16][C:17]1([NH2:20])[CH2:19][CH2:18]1.C(N(CC)CC)C. Product: [Cl:13][C:14]1[CH:24]=[C:23]([Cl:25])[CH:22]=[CH:21][C:15]=1[CH2:16][C:17]1([NH:20][C:8]([C:7]2[C:3]([CH:2]([F:12])[F:1])=[N:4][N:5]([CH3:11])[CH:6]=2)=[O:9])[CH2:18][CH2:19]1. The catalyst class is: 4. (8) The catalyst class is: 4. Product: [CH2:7]1[C:10]2([CH2:13][N:12]([CH2:26][C:25]3[CH:28]=[CH:29][C:22]([OH:21])=[CH:23][CH:24]=3)[CH2:11]2)[CH2:9][O:8]1. Reactant: C(O)(=O)C(O)=O.[CH2:7]1[C:10]2([CH2:13][NH:12][CH2:11]2)[CH2:9][O:8]1.[CH2:7]1[C:10]2([CH2:13][NH:12][CH2:11]2)[CH2:9][O:8]1.[OH:21][C:22]1[CH:29]=[CH:28][C:25]([CH:26]=O)=[CH:24][CH:23]=1.C(O[BH-](OC(=O)C)OC(=O)C)(=O)C.[Na+]. (9) Reactant: [ClH:1].[CH:2]1([NH:5][S:6]([C:9]2[CH:10]=[C:11]([C:15]3[CH:20]=[CH:19][CH:18]=[C:17]([CH2:21][C@H:22]([NH:37][C:38]([C@H:40]4[CH2:45][CH2:44][C@H:43]([CH2:46][NH:47]C(=O)OC(C)(C)C)[CH2:42][CH2:41]4)=[O:39])[C:23](=[O:36])[NH:24][C:25]4[CH:30]=[CH:29][C:28]([C:31]5[NH:35][N:34]=[N:33][N:32]=5)=[CH:27][CH:26]=4)[CH:16]=3)[CH:12]=[CH:13][CH:14]=2)(=[O:8])=[O:7])[CH2:4][CH2:3]1.C(#N)C. Product: [ClH:1].[NH2:47][CH2:46][C@H:43]1[CH2:44][CH2:45][C@H:40]([C:38]([NH:37][C@@H:22]([CH2:21][C:17]2[CH:16]=[C:15]([C:11]3[CH:12]=[CH:13][CH:14]=[C:9]([S:6](=[O:7])(=[O:8])[NH:5][CH:2]4[CH2:4][CH2:3]4)[CH:10]=3)[CH:20]=[CH:19][CH:18]=2)[C:23](=[O:36])[NH:24][C:25]2[CH:26]=[CH:27][C:28]([C:31]3[NH:32][N:33]=[N:34][N:35]=3)=[CH:29][CH:30]=2)=[O:39])[CH2:41][CH2:42]1. The catalyst class is: 12.